Regression. Given two drug SMILES strings and cell line genomic features, predict the synergy score measuring deviation from expected non-interaction effect. From a dataset of NCI-60 drug combinations with 297,098 pairs across 59 cell lines. Drug 1: C1CC(=O)NC(=O)C1N2CC3=C(C2=O)C=CC=C3N. Drug 2: C1=NNC2=C1C(=O)NC=N2. Cell line: A498. Synergy scores: CSS=4.53, Synergy_ZIP=2.54, Synergy_Bliss=1.06, Synergy_Loewe=1.08, Synergy_HSA=1.08.